From a dataset of Catalyst prediction with 721,799 reactions and 888 catalyst types from USPTO. Predict which catalyst facilitates the given reaction. (1) The catalyst class is: 16. Product: [N+:14]([C:11]1[CH:12]=[C:13]2[C:8](=[CH:9][CH:10]=1)[NH:7][CH:6]=[C:5]2[CH2:4][C:3]#[N:2])([O-:16])=[O:15]. Reactant: C[N:2](C)[CH2:3][CH2:4][C:5]1[C:13]2[C:8](=[CH:9][CH:10]=[C:11]([N+:14]([O-:16])=[O:15])[CH:12]=2)[NH:7][CH:6]=1.IC.[C-]#N.[K+].C1OCCOCCOCCOCCOCCOC1. (2) Reactant: [NH2:1][C:2]1[CH:7]=[CH:6][CH:5]=[CH:4][CH:3]=1.Cl[C:9]1[C:10]([Cl:15])=[N:11][CH:12]=[CH:13][N:14]=1.CC(C)([O-])C.[Na+].C1C=CC(P(C2C(C3C(P(C4C=CC=CC=4)C4C=CC=CC=4)=CC=C4C=3C=CC=C4)=C3C(C=CC=C3)=CC=2)C2C=CC=CC=2)=CC=1. Product: [Cl:15][C:10]1[C:9]([NH:1][C:2]2[CH:7]=[CH:6][CH:5]=[CH:4][CH:3]=2)=[N:14][CH:13]=[CH:12][N:11]=1. The catalyst class is: 101. (3) Reactant: CC[O-].[Na+].[CH3:5][C:6]1[O:10][CH:9]=[C:8]([CH:11]=O)[CH:7]=1.[C:13]([O:22]CC)(=[O:21])[CH2:14][CH2:15][C:16]([O:18][CH2:19][CH3:20])=[O:17]. Product: [CH2:19]([O:18][C:16]([C:15](=[CH:11][C:8]1[CH:7]=[C:6]([CH3:5])[O:10][CH:9]=1)[CH2:14][C:13]([OH:22])=[O:21])=[O:17])[CH3:20]. The catalyst class is: 8.